The task is: Regression. Given two drug SMILES strings and cell line genomic features, predict the synergy score measuring deviation from expected non-interaction effect.. This data is from NCI-60 drug combinations with 297,098 pairs across 59 cell lines. (1) Drug 1: C1CCC(C1)C(CC#N)N2C=C(C=N2)C3=C4C=CNC4=NC=N3. Drug 2: CS(=O)(=O)OCCCCOS(=O)(=O)C. Cell line: NCI-H226. Synergy scores: CSS=0.572, Synergy_ZIP=-3.56, Synergy_Bliss=-4.29, Synergy_Loewe=-9.11, Synergy_HSA=-5.03. (2) Cell line: SK-OV-3. Drug 1: COC1=C(C=C2C(=C1)N=CN=C2NC3=CC(=C(C=C3)F)Cl)OCCCN4CCOCC4. Synergy scores: CSS=39.5, Synergy_ZIP=-12.7, Synergy_Bliss=-14.4, Synergy_Loewe=-11.0, Synergy_HSA=-8.25. Drug 2: C1=NC2=C(N1)C(=S)N=CN2. (3) Drug 1: CN1C2=C(C=C(C=C2)N(CCCl)CCCl)N=C1CCCC(=O)O.Cl. Drug 2: C1CC(=O)NC(=O)C1N2C(=O)C3=CC=CC=C3C2=O. Cell line: OVCAR-5. Synergy scores: CSS=-0.476, Synergy_ZIP=0.261, Synergy_Bliss=-0.398, Synergy_Loewe=0.00379, Synergy_HSA=-0.984. (4) Drug 1: CC1=C2C(C(=O)C3(C(CC4C(C3C(C(C2(C)C)(CC1OC(=O)C(C(C5=CC=CC=C5)NC(=O)OC(C)(C)C)O)O)OC(=O)C6=CC=CC=C6)(CO4)OC(=O)C)OC)C)OC. Drug 2: CC(C)(C#N)C1=CC(=CC(=C1)CN2C=NC=N2)C(C)(C)C#N. Cell line: OVCAR-4. Synergy scores: CSS=39.6, Synergy_ZIP=6.88, Synergy_Bliss=5.11, Synergy_Loewe=-18.2, Synergy_HSA=6.47. (5) Drug 2: CC(C)(C#N)C1=CC(=CC(=C1)CN2C=NC=N2)C(C)(C)C#N. Drug 1: CN1CCC(CC1)COC2=C(C=C3C(=C2)N=CN=C3NC4=C(C=C(C=C4)Br)F)OC. Synergy scores: CSS=43.6, Synergy_ZIP=-0.816, Synergy_Bliss=1.10, Synergy_Loewe=-4.29, Synergy_HSA=1.93. Cell line: IGROV1. (6) Drug 1: CC1=C2C(C(=O)C3(C(CC4C(C3C(C(C2(C)C)(CC1OC(=O)C(C(C5=CC=CC=C5)NC(=O)OC(C)(C)C)O)O)OC(=O)C6=CC=CC=C6)(CO4)OC(=O)C)OC)C)OC. Drug 2: C(CN)CNCCSP(=O)(O)O. Cell line: SR. Synergy scores: CSS=37.5, Synergy_ZIP=-1.97, Synergy_Bliss=-5.15, Synergy_Loewe=-38.6, Synergy_HSA=-4.45. (7) Drug 1: CC1(CCCN1)C2=NC3=C(C=CC=C3N2)C(=O)N. Drug 2: CC1CCC2CC(C(=CC=CC=CC(CC(C(=O)C(C(C(=CC(C(=O)CC(OC(=O)C3CCCCN3C(=O)C(=O)C1(O2)O)C(C)CC4CCC(C(C4)OC)OP(=O)(C)C)C)C)O)OC)C)C)C)OC. Cell line: SW-620. Synergy scores: CSS=10.2, Synergy_ZIP=-3.92, Synergy_Bliss=-1.79, Synergy_Loewe=-14.3, Synergy_HSA=-2.18.